This data is from Catalyst prediction with 721,799 reactions and 888 catalyst types from USPTO. The task is: Predict which catalyst facilitates the given reaction. (1) Reactant: [F:1][C:2]1[CH:7]=[CH:6][C:5]([C:8]2[CH:9]=[C:10]([O:24]C)[C:11]([O:22]C)=[N:12][C:13]=2[C:14]2[CH:19]=[CH:18][C:17]([C:20]#[N:21])=[CH:16][CH:15]=2)=[CH:4][CH:3]=1.B(Br)(Br)Br. Product: [F:1][C:2]1[CH:3]=[CH:4][C:5]([C:8]2[CH:9]=[C:10]([OH:24])[C:11](=[O:22])[NH:12][C:13]=2[C:14]2[CH:19]=[CH:18][C:17]([C:20]#[N:21])=[CH:16][CH:15]=2)=[CH:6][CH:7]=1. The catalyst class is: 2. (2) Reactant: [Br:1][C:2]1[CH:7]=[CH:6][C:5]([C:8]2[O:12][N:11]=[C:10]([C:13](OCC)=[O:14])[CH:9]=2)=[CH:4][CH:3]=1.[H-].[Al+3].[Li+].[H-].[H-].[H-].[OH-].[Na+].Cl. Product: [Br:1][C:2]1[CH:3]=[CH:4][C:5]([C:8]2[O:12][N:11]=[C:10]([CH2:13][OH:14])[CH:9]=2)=[CH:6][CH:7]=1. The catalyst class is: 7. (3) Reactant: [C:1]([O-:13])(=[O:12])[CH2:2][C:3]([CH2:8][C:9]([O-:11])=[O:10])([C:5]([O-:7])=[O:6])[OH:4].[Ca+2].[C:1]([O-:13])(=[O:12])[CH2:2][C:3]([CH2:8][C:9]([O-:11])=[O:10])([C:5]([O-:7])=[O:6])[OH:4].[Ca+2].[Ca+2]. Product: [C:1]([OH:13])(=[O:12])[CH2:2][C:3]([CH2:8][C:9]([OH:11])=[O:10])([C:5]([OH:7])=[O:6])[OH:4]. The catalyst class is: 6. (4) Reactant: N1C2[C:4](=[CH:5][CH:6]=CN=2)[CH:3]=[CH:2]1.[CH2:10]1[N:11]2[CH2:12][N:13]3[CH2:19][N:13]([CH2:10]2)[CH2:12][N:11]1[CH2:19]3.[OH2:20]. Product: [NH:11]1[C:12]2=[N:13][CH:19]=[CH:2][CH:3]=[C:4]2[C:5]([CH:6]=[O:20])=[CH:10]1. The catalyst class is: 211. (5) Product: [CH3:1][NH:2][CH2:8][CH2:9][CH2:10][C:11]1[C:19]2[C:18]([NH:20][C:21]3[C:29]4[C:24](=[CH:25][N:26]=[CH:27][CH:28]=4)[O:23][C:22]=3[C:30]3[N:35]=[CH:34][CH:33]=[CH:32][N:31]=3)=[CH:17][CH:16]=[CH:15][C:14]=2[NH:13][N:12]=1. Reactant: [CH3:1][NH2:2].CS(O[CH2:8][CH2:9][CH2:10][C:11]1[C:19]2[C:14](=[CH:15][CH:16]=[CH:17][C:18]=2[NH:20][C:21]2[C:29]3[C:24](=[CH:25][N:26]=[CH:27][CH:28]=3)[O:23][C:22]=2[C:30]2[N:35]=[CH:34][CH:33]=[CH:32][N:31]=2)[N:13](C(OC(C)(C)C)=O)[N:12]=1)(=O)=O. The catalyst class is: 1.